From a dataset of Catalyst prediction with 721,799 reactions and 888 catalyst types from USPTO. Predict which catalyst facilitates the given reaction. (1) The catalyst class is: 15. Reactant: [I:1][C:2]1[CH:3]=[C:4]2[C:8](=[CH:9][CH:10]=1)[NH:7][C:6](=[O:11])[C:5]2=O.[CH3:13][O:14][C:15]1[CH:24]=[CH:23][C:18]([C:19]([NH:21][NH2:22])=[O:20])=[CH:17][CH:16]=1. Product: [I:1][C:2]1[CH:3]=[C:4]2[C:8](=[CH:9][CH:10]=1)[NH:7][C:6](=[O:11])[C:5]2=[N:22][NH:21][C:19](=[O:20])[C:18]1[CH:23]=[CH:24][C:15]([O:14][CH3:13])=[CH:16][CH:17]=1. (2) Reactant: C=O.[BH-](OC(C)=O)(OC(C)=O)O[C:5](C)=O.[Na+].[C:17]([O:21][C:22]([N:24]1[CH2:29][CH2:28][N:27]([CH2:30][CH:31]2[CH2:36][CH2:35][CH2:34][CH2:33][NH:32]2)[CH2:26][CH2:25]1)=[O:23])([CH3:20])([CH3:19])[CH3:18]. Product: [C:17]([O:21][C:22]([N:24]1[CH2:25][CH2:26][N:27]([CH2:30][CH:31]2[CH2:36][CH2:35][CH2:34][CH2:33][N:32]2[CH3:5])[CH2:28][CH2:29]1)=[O:23])([CH3:20])([CH3:18])[CH3:19]. The catalyst class is: 279. (3) Reactant: [CH2:1]([P:8]([CH2:11][CH:12]([C:25]([O:27]CC1C=CC=CC=1)=[O:26])[CH2:13][CH2:14][C:15]([O:17]CC1C=CC=CC=1)=[O:16])(=[O:10])[OH:9])[C:2]1[CH:7]=[CH:6][CH:5]=[CH:4][CH:3]=1. Product: [CH2:1]([P:8]([CH2:11][CH:12]([CH2:13][CH2:14][C:15]([OH:17])=[O:16])[C:25]([OH:27])=[O:26])([OH:10])=[O:9])[C:2]1[CH:3]=[CH:4][CH:5]=[CH:6][CH:7]=1. The catalyst class is: 522. (4) Reactant: [F:1][C:2]([F:13])([F:12])[C:3](O[C:3](=O)[C:2]([F:13])([F:12])[F:1])=O.[NH2:14][C:15]1[CH:23]=[CH:22][C:21]([C:24]([F:27])([F:26])[F:25])=[CH:20][C:16]=1[C:17]([OH:19])=O.C([O-])(=O)C.[NH4+:32]. Product: [F:1][C:2]([F:13])([F:12])[C:3]1[N:32]=[C:17]([OH:19])[C:16]2[C:15](=[CH:23][CH:22]=[C:21]([C:24]([F:27])([F:26])[F:25])[CH:20]=2)[N:14]=1. The catalyst class is: 194. (5) Reactant: [CH:1]([N:4]1[C:8]2[CH:9]=[CH:10][C:11]([N:13]3[CH2:17][C@H:16]([C:18]([O:20]C)=O)[O:15][C:14]3=[O:22])=[CH:12][C:7]=2[S:6][C:5]1=[O:23])([CH3:3])[CH3:2].[CH3:24][NH2:25]. Product: [CH3:24][NH:25][C:18]([C@@H:16]1[O:15][C:14](=[O:22])[N:13]([C:11]2[CH:10]=[CH:9][C:8]3[N:4]([CH:1]([CH3:2])[CH3:3])[C:5](=[O:23])[S:6][C:7]=3[CH:12]=2)[CH2:17]1)=[O:20]. The catalyst class is: 5. (6) Reactant: [O:1]=[C:2]1[C:10]2[C:5](=[CH:6][CH:7]=[CH:8][CH:9]=2)[CH2:4][N:3]1[CH2:11][CH2:12][C:13]1([CH2:19][CH2:20][N:21]2[CH2:26][CH2:25][CH:24]([N:27]([C:35]3[CH:40]=[CH:39][C:38]([CH3:41])=[CH:37][CH:36]=3)[C:28]([C:30]3[O:31][CH:32]=[CH:33][CH:34]=3)=[O:29])[CH2:23][CH2:22]2)[CH2:18][CH2:17][CH2:16][CH2:15][CH2:14]1.C(O)C.[ClH:45].C(OCC)(=O)C. Product: [ClH:45].[O:1]=[C:2]1[C:10]2[C:5](=[CH:6][CH:7]=[CH:8][CH:9]=2)[CH2:4][N:3]1[CH2:11][CH2:12][C:13]1([CH2:19][CH2:20][N:21]2[CH2:22][CH2:23][CH:24]([N:27]([C:35]3[CH:40]=[CH:39][C:38]([CH3:41])=[CH:37][CH:36]=3)[C:28]([C:30]3[O:31][CH:32]=[CH:33][CH:34]=3)=[O:29])[CH2:25][CH2:26]2)[CH2:18][CH2:17][CH2:16][CH2:15][CH2:14]1. The catalyst class is: 13. (7) Reactant: [N+:1]([C:4]1[CH:9]=[CH:8][C:7]([C:10]#[C:11][CH2:12][CH2:13][OH:14])=[C:6]([C:15]([F:18])([F:17])[F:16])[CH:5]=1)([O-])=O. Product: [NH2:1][C:4]1[CH:9]=[CH:8][C:7]([CH2:10][CH2:11][CH2:12][CH2:13][OH:14])=[C:6]([C:15]([F:16])([F:17])[F:18])[CH:5]=1. The catalyst class is: 129.